The task is: Predict which catalyst facilitates the given reaction.. This data is from Catalyst prediction with 721,799 reactions and 888 catalyst types from USPTO. (1) Reactant: [Cl:1][C:2]1[C:3](F)=[C:4]([CH:7]=[CH:8][CH:9]=1)[CH:5]=[O:6].[NH:11]1[CH2:16][CH2:15][O:14][CH2:13][CH2:12]1.C(=O)([O-])[O-].[K+].[K+].CS(C)=O. Product: [Cl:1][C:2]1[C:3]([N:11]2[CH2:16][CH2:15][O:14][CH2:13][CH2:12]2)=[C:4]([CH:7]=[CH:8][CH:9]=1)[CH:5]=[O:6]. The catalyst class is: 6. (2) Reactant: [Si:1]([O:8][CH2:9][CH2:10][NH:11][C:12]1[CH:17]=[CH:16][CH:15]=[CH:14][C:13]=1[Cl:18])([C:4]([CH3:7])([CH3:6])[CH3:5])([CH3:3])[CH3:2].C(N(CC)CC)C.[S:26]1[C:30]2[C:31]3[CH:39]=[CH:38][CH:37]=[CH:36][C:32]=3[O:33][CH2:34][CH2:35][C:29]=2[CH:28]=[C:27]1[C:40](Cl)=[O:41]. Product: [Si:1]([O:8][CH2:9][CH2:10][N:11]([C:12]1[CH:17]=[CH:16][CH:15]=[CH:14][C:13]=1[Cl:18])[C:40]([C:27]1[S:26][C:30]2[C:31]3[CH:39]=[CH:38][CH:37]=[CH:36][C:32]=3[O:33][CH2:34][CH2:35][C:29]=2[CH:28]=1)=[O:41])([C:4]([CH3:7])([CH3:6])[CH3:5])([CH3:3])[CH3:2]. The catalyst class is: 7. (3) Reactant: [N:1](/[C:4](=[CH:10]/[CH:11]=[CH:12]/[C:13]1[C:18]([O:19][CH3:20])=[CH:17][CH:16]=[CH:15][C:14]=1[O:21][CH3:22])/[C:5]([O:7][CH2:8][CH3:9])=[O:6])=[N+]=[N-].[C:23]1([P:29]([C:36]2[CH:41]=[CH:40][CH:39]=[CH:38][CH:37]=2)[C:30]2[CH:35]=[CH:34][CH:33]=[CH:32][CH:31]=2)[CH:28]=[CH:27][CH:26]=[CH:25][CH:24]=1. Product: [CH3:22][O:21][C:14]1[CH:15]=[CH:16][CH:17]=[C:18]([O:19][CH3:20])[C:13]=1/[CH:12]=[CH:11]/[CH:10]=[C:4](/[N:1]=[P:29]([C:30]1[CH:31]=[CH:32][CH:33]=[CH:34][CH:35]=1)([C:36]1[CH:41]=[CH:40][CH:39]=[CH:38][CH:37]=1)[C:23]1[CH:24]=[CH:25][CH:26]=[CH:27][CH:28]=1)\[C:5]([O:7][CH2:8][CH3:9])=[O:6]. The catalyst class is: 2. (4) The catalyst class is: 88. Product: [F:1][C:2]1[CH:9]=[CH:8][CH:7]=[CH:6][C:3]=1[CH:4]=[N:11][OH:12]. Reactant: [F:1][C:2]1[CH:9]=[CH:8][CH:7]=[CH:6][C:3]=1[CH:4]=O.Cl.[NH2:11][OH:12].[OH-].[Na+]. (5) Product: [OH:34][C@@H:32]([CH3:33])[CH2:31][N:30]1[C:12]([C:13]2[CH:18]=[CH:17][CH:16]=[CH:15][CH:14]=2)=[C:11]2[C:6]([N:7]([CH3:22])[C:8](=[O:21])[N:9]([CH3:20])[C:10]2=[O:19])=[CH:5]1. The catalyst class is: 8. Reactant: NCCN1[C:12]([C:13]2[CH:18]=[CH:17][CH:16]=[CH:15][CH:14]=2)=[C:11]2[C:6]([N:7]([CH3:22])[C:8](=[O:21])[N:9]([CH3:20])[C:10]2=[O:19])=[CH:5]1.C(N(CC)CC)C.[NH2:30][CH2:31][C@@H:32]([OH:34])[CH3:33]. (6) Reactant: [NH2:1][C@@H:2]([C:7]1[CH:12]=[CH:11][CH:10]=[CH:9][CH:8]=1)[C:3]([O:5][CH3:6])=[O:4].Cl.[OH:14][C@@H:15]([CH2:19][CH:20]([CH3:22])[CH3:21])[C:16](O)=[O:17].CN1CCOCC1.C1C=CC2N(O)N=NC=2C=1.CCN=C=NCCCN(C)C.Cl. Product: [OH:14][C@@H:15]([CH2:19][CH:20]([CH3:22])[CH3:21])[C:16]([NH:1][C@@H:2]([C:7]1[CH:12]=[CH:11][CH:10]=[CH:9][CH:8]=1)[C:3]([O:5][CH3:6])=[O:4])=[O:17]. The catalyst class is: 4.